Task: Regression. Given a peptide amino acid sequence and an MHC pseudo amino acid sequence, predict their binding affinity value. This is MHC class I binding data.. Dataset: Peptide-MHC class I binding affinity with 185,985 pairs from IEDB/IMGT (1) The peptide sequence is FLQQRKPPL. The MHC is HLA-A29:02 with pseudo-sequence HLA-A29:02. The binding affinity (normalized) is 0.0847. (2) The peptide sequence is ENEGPQREPW. The MHC is Mamu-B17 with pseudo-sequence YYSEYEARAEATHENTAYIKYHSYTWNYFAYEWY. The binding affinity (normalized) is 0.0698. (3) The peptide sequence is LLRDKDGVY. The MHC is HLA-B48:01 with pseudo-sequence HLA-B48:01. The binding affinity (normalized) is 0.0847.